This data is from Peptide-MHC class II binding affinity with 134,281 pairs from IEDB. The task is: Regression. Given a peptide amino acid sequence and an MHC pseudo amino acid sequence, predict their binding affinity value. This is MHC class II binding data. (1) The peptide sequence is AFILVGDNLFPKV. The MHC is HLA-DQA10501-DQB10201 with pseudo-sequence HLA-DQA10501-DQB10201. The binding affinity (normalized) is 0.637. (2) The peptide sequence is GQFRVIGPRHPIRAL. The binding affinity (normalized) is 0.112. The MHC is HLA-DPA10201-DPB10101 with pseudo-sequence HLA-DPA10201-DPB10101. (3) The peptide sequence is TVWEQILNTWLVKPG. The MHC is DRB1_0405 with pseudo-sequence DRB1_0405. The binding affinity (normalized) is 0.442. (4) The peptide sequence is MLTLFILIITSTIKA. The MHC is DRB1_1001 with pseudo-sequence DRB1_1001. The binding affinity (normalized) is 0.371.